Dataset: Full USPTO retrosynthesis dataset with 1.9M reactions from patents (1976-2016). Task: Predict the reactants needed to synthesize the given product. Given the product [Br:1][C:2]1[CH:6]=[C:5]([C:15]([OH:17])([CH3:16])[CH3:14])[N:4]([CH3:8])[N:3]=1, predict the reactants needed to synthesize it. The reactants are: [Br:1][C:2]1[CH:6]=[C:5](Br)[N:4]([CH3:8])[N:3]=1.C([Li])CCC.[CH3:14][C:15](=[O:17])[CH3:16].O.